Dataset: Catalyst prediction with 721,799 reactions and 888 catalyst types from USPTO. Task: Predict which catalyst facilitates the given reaction. (1) Reactant: [CH3:1][C:2]1[CH:3]=[C:4]([CH:11]([OH:13])[CH3:12])[CH:5]=[CH:6][C:7]=1[N+:8]([O-:10])=[O:9].C(N(CC)CC)C.[CH3:21][S:22](Cl)(=[O:24])=[O:23]. Product: [CH3:21][S:22]([O:13][CH:11]([C:4]1[CH:5]=[CH:6][C:7]([N+:8]([O-:10])=[O:9])=[C:2]([CH3:1])[CH:3]=1)[CH3:12])(=[O:24])=[O:23]. The catalyst class is: 1. (2) Reactant: [Cl:1][C:2]1[CH:3]=[C:4]([C:9]2([C:22]([F:25])([F:24])[F:23])[O:13][N:12]=[C:11]([C:14]3[CH:15]=[CH:16][C:17]([CH3:21])=[C:18]([CH:20]=3)[NH2:19])[CH2:10]2)[CH:5]=[C:6]([Cl:8])[CH:7]=1.[Cl:26][C:27]1[CH:35]=[CH:34][C:30]([C:31](O)=[O:32])=[CH:29][N:28]=1.Cl.C(N(CC)CCCN=C=NCC)C.C(=O)([O-])O.[Na+]. Product: [Cl:1][C:2]1[CH:3]=[C:4]([C:9]2([C:22]([F:23])([F:25])[F:24])[O:13][N:12]=[C:11]([C:14]3[CH:15]=[CH:16][C:17]([CH3:21])=[C:18]([NH:19][C:31](=[O:32])[C:30]4[CH:34]=[CH:35][C:27]([Cl:26])=[N:28][CH:29]=4)[CH:20]=3)[CH2:10]2)[CH:5]=[C:6]([Cl:8])[CH:7]=1. The catalyst class is: 9.